Dataset: Reaction yield outcomes from USPTO patents with 853,638 reactions. Task: Predict the reaction yield, written as a fraction of the theoretical maximum amount of product (1.0 means a 100% yield; for example, 0.34 means a 34% yield). (1) The reactants are [CH2:1]([O:8][CH:9]1[CH2:14][O:13]C(C)(C)[O:11][CH2:10]1)[C:2]1[CH:7]=[CH:6][CH:5]=[CH:4][CH:3]=1. The catalyst is CO. The product is [CH2:1]([O:8][CH:9]([CH2:10][OH:11])[CH2:14][OH:13])[C:2]1[CH:7]=[CH:6][CH:5]=[CH:4][CH:3]=1. The yield is 0.938. (2) The reactants are N[C:2]1[CH:7]=[CH:6][CH:5]=[CH:4][C:3]=1[S:8]([NH:11][C:12]1[CH:13]=[CH:14][C:15]([C:22]([F:25])([F:24])[F:23])=[C:16]2[C:21]=1[N:20]=[CH:19][CH:18]=[CH:17]2)(=[O:10])=[O:9].CC(O)=O. The catalyst is C1COCC1. The product is [F:25][C:22]([F:24])([F:23])[C:15]1[CH:14]=[C:13]2[C:12](=[C:21]3[C:16]=1[CH:17]=[CH:18][CH:19]=[N:20]3)[NH:11][S:8](=[O:10])(=[O:9])[C:3]1[C:2]2=[CH:7][CH:6]=[CH:5][CH:4]=1. The yield is 0.120.